From a dataset of Catalyst prediction with 721,799 reactions and 888 catalyst types from USPTO. Predict which catalyst facilitates the given reaction. (1) Reactant: [Br:1][C:2]1[CH:9]=[CH:8][C:5]([C:6]#[N:7])=[C:4](F)[CH:3]=1.O.[NH2:12][NH2:13]. Product: [Br:1][C:2]1[CH:9]=[C:8]2[C:5]([C:6]([NH2:7])=[N:12][NH:13]2)=[CH:4][CH:3]=1. The catalyst class is: 51. (2) Reactant: [CH2:1]([N:4]([C:11]1[CH:12]=[N:13][C:14]([Cl:18])=[C:15]([Cl:17])[CH:16]=1)[CH2:5][CH:6](OC)[O:7]C)[CH:2]=[CH2:3].Cl.ClCCl. Product: [CH2:1]([N:4]([CH2:5][CH:6]=[O:7])[C:11]1[CH:12]=[N:13][C:14]([Cl:18])=[C:15]([Cl:17])[CH:16]=1)[CH:2]=[CH2:3]. The catalyst class is: 30. (3) Reactant: [CH:1]12[CH2:10][CH:5]3[CH2:6][CH:7]([CH2:9][CH:3]([CH2:4]3)[CH:2]1[NH:11][C:12]([C:14]1[CH:15]=[N:16][N:17]([C:23]3[CH:32]=[CH:31][C:26]([C:27]([O:29]C)=[O:28])=[CH:25][CH:24]=3)[C:18]=1[S:19][CH2:20][CH2:21][CH3:22])=[O:13])[CH2:8]2.[OH-].[Na+]. Product: [CH:1]12[CH2:10][CH:5]3[CH2:6][CH:7]([CH2:9][CH:3]([CH2:4]3)[CH:2]1[NH:11][C:12]([C:14]1[CH:15]=[N:16][N:17]([C:23]3[CH:32]=[CH:31][C:26]([C:27]([OH:29])=[O:28])=[CH:25][CH:24]=3)[C:18]=1[S:19][CH2:20][CH2:21][CH3:22])=[O:13])[CH2:8]2. The catalyst class is: 5.